This data is from Full USPTO retrosynthesis dataset with 1.9M reactions from patents (1976-2016). The task is: Predict the reactants needed to synthesize the given product. (1) Given the product [CH2:1]([N:8]1[CH2:13][CH2:12][N:11]([C:15]2[CH:16]=[CH:17][C:18]([N+:21]([O-:23])=[O:22])=[C:19]([O:27][CH3:26])[CH:20]=2)[CH2:10][CH2:9]1)[C:2]1[CH:3]=[CH:4][CH:5]=[CH:6][CH:7]=1, predict the reactants needed to synthesize it. The reactants are: [CH2:1]([N:8]1[CH2:13][CH2:12][NH:11][CH2:10][CH2:9]1)[C:2]1[CH:7]=[CH:6][CH:5]=[CH:4][CH:3]=1.Cl[C:15]1[CH:20]=[CH:19][C:18]([N+:21]([O-:23])=[O:22])=[CH:17][C:16]=1OC.[C:26]([O-])([O-])=[O:27].[K+].[K+].Cl. (2) Given the product [OH:1][CH2:2][C:3]([CH3:27])([CH3:26])[CH2:4][NH:5][C:6]([C:8]1[C:16]2[C:11](=[N:12][CH:13]=[C:14]([N:37]3[CH2:38][CH2:39][C:35]([CH3:40])([CH3:34])[CH2:36]3)[N:15]=2)[N:10]([CH2:18][O:19][CH2:20][CH2:21][Si:22]([CH3:25])([CH3:24])[CH3:23])[CH:9]=1)=[O:7], predict the reactants needed to synthesize it. The reactants are: [OH:1][CH2:2][C:3]([CH3:27])([CH3:26])[CH2:4][NH:5][C:6]([C:8]1[C:16]2[C:11](=[N:12][CH:13]=[C:14](Br)[N:15]=2)[N:10]([CH2:18][O:19][CH2:20][CH2:21][Si:22]([CH3:25])([CH3:24])[CH3:23])[CH:9]=1)=[O:7].C(=O)([O-])[O-].[K+].[K+].[CH3:34][C:35]1([CH3:40])[CH2:39][CH2:38][NH:37][CH2:36]1.N1CCCC1C(O)=O. (3) The reactants are: [CH2:1]([N:8]1[C:16]([C:17]2[CH:22]=[CH:21][C:20]([OH:23])=[CH:19][CH:18]=2)=[C:15]2[C:10]([C:11]([C:24]([F:27])([F:26])[F:25])=[CH:12][CH:13]=[CH:14]2)=[N:9]1)[C:2]1[CH:7]=[CH:6][CH:5]=[CH:4][CH:3]=1.C(=O)([O-])[O-].[Cs+].[Cs+].[CH3:34][O:35][C:36](=[O:44])[C:37]1[CH:42]=[CH:41][C:40](Br)=[CH:39][CH:38]=1. Given the product [CH3:34][O:35][C:36](=[O:44])[C:37]1[CH:42]=[CH:41][C:40]([O:23][C:20]2[CH:21]=[CH:22][C:17]([C:16]3[N:8]([CH2:1][C:2]4[CH:7]=[CH:6][CH:5]=[CH:4][CH:3]=4)[N:9]=[C:10]4[C:15]=3[CH:14]=[CH:13][CH:12]=[C:11]4[C:24]([F:27])([F:25])[F:26])=[CH:18][CH:19]=2)=[CH:39][CH:38]=1, predict the reactants needed to synthesize it. (4) Given the product [OH:2][C:3]1[CH:4]=[C:5]([CH2:9][C:10]#[N:11])[CH:6]=[CH:7][CH:8]=1, predict the reactants needed to synthesize it. The reactants are: C[O:2][C:3]1[CH:4]=[C:5]([CH2:9][C:10]#[N:11])[CH:6]=[CH:7][CH:8]=1.B(Br)(Br)Br.